From a dataset of Retrosynthesis with 50K atom-mapped reactions and 10 reaction types from USPTO. Predict the reactants needed to synthesize the given product. (1) Given the product CS(=O)(=O)c1ccc(NC(=O)C(F)(F)F)c(Br)n1, predict the reactants needed to synthesize it. The reactants are: CS(=O)(=O)c1ccc(N)c(Br)n1.O=C(OC(=O)C(F)(F)F)C(F)(F)F. (2) Given the product Cc1c(C(=O)O)[nH]c2c(NS(=O)(=O)c3cccs3)cccc12, predict the reactants needed to synthesize it. The reactants are: CCOC(=O)c1[nH]c2c(NS(=O)(=O)c3cccs3)cccc2c1C.